From a dataset of Reaction yield outcomes from USPTO patents with 853,638 reactions. Predict the reaction yield, written as a fraction of the theoretical maximum amount of product (1.0 means a 100% yield; for example, 0.34 means a 34% yield). (1) The reactants are Br[C:2]1[CH:3]=[CH:4][C:5]([Cl:11])=[C:6]2[C:10]=1[NH:9][CH:8]=[CH:7]2.CC([O-])=O.[K+].[CH3:17][C:18]1([CH3:34])[C:22]([CH3:24])([CH3:23])[O:21][B:20]([B:20]2[O:21][C:22]([CH3:24])([CH3:23])[C:18]([CH3:34])([CH3:17])[O:19]2)[O:19]1.O. The catalyst is O1CCOCC1.C1C=CC(P(C2C=CC=CC=2)[C-]2C=CC=C2)=CC=1.C1C=CC(P(C2C=CC=CC=2)[C-]2C=CC=C2)=CC=1.Cl[Pd]Cl.[Fe+2]. The product is [Cl:11][C:5]1[CH:4]=[CH:3][C:2]([B:20]2[O:21][C:22]([CH3:24])([CH3:23])[C:18]([CH3:34])([CH3:17])[O:19]2)=[C:10]2[C:6]=1[CH:7]=[CH:8][NH:9]2. The yield is 0.156. (2) The reactants are [CH2:1]([O:3][C:4](=[O:32])[C:5]([O:8][C:9]1[CH:14]=[CH:13][C:12]([O:15][CH2:16][CH2:17][C:18]2[N:19]=[C:20]([C:24]3[CH:29]=[CH:28][CH:27]=[CH:26][CH:25]=3)[O:21][C:22]=2[CH3:23])=[CH:11][C:10]=1[CH2:30][OH:31])([CH3:7])[CH3:6])[CH3:2].[CH3:33]I.[H-].[Na+].S(=O)(=O)(O)O. The catalyst is CN(C=O)C.[Cl-].[Na+].O.CCOC(C)=O. The product is [CH2:1]([O:3][C:4](=[O:32])[C:5]([O:8][C:9]1[CH:14]=[CH:13][C:12]([O:15][CH2:16][CH2:17][C:18]2[N:19]=[C:20]([C:24]3[CH:29]=[CH:28][CH:27]=[CH:26][CH:25]=3)[O:21][C:22]=2[CH3:23])=[CH:11][C:10]=1[CH2:30][O:31][CH3:33])([CH3:7])[CH3:6])[CH3:2]. The yield is 0.510. (3) The reactants are [C:1]([O:5][C:6]([N:8]1[CH2:13][CH2:12][CH:11]([CH2:14][NH:15][CH2:16][CH3:17])[CH2:10][CH2:9]1)=[O:7])([CH3:4])([CH3:3])[CH3:2].[H-].[Na+].Cl[C:21]1[C:22]2[O:29][N:28]=[C:27]([C:30]3[CH:35]=[CH:34][C:33]([S:36]([CH3:39])(=[O:38])=[O:37])=[CH:32][CH:31]=3)[C:23]=2[N:24]=[CH:25][N:26]=1. The catalyst is C1COCC1. The product is [C:1]([O:5][C:6]([N:8]1[CH2:9][CH2:10][CH:11]([CH2:14][N:15]([CH2:16][CH3:17])[C:21]2[C:22]3[O:29][N:28]=[C:27]([C:30]4[CH:35]=[CH:34][C:33]([S:36]([CH3:39])(=[O:38])=[O:37])=[CH:32][CH:31]=4)[C:23]=3[N:24]=[CH:25][N:26]=2)[CH2:12][CH2:13]1)=[O:7])([CH3:4])([CH3:3])[CH3:2]. The yield is 0.610.